Dataset: Full USPTO retrosynthesis dataset with 1.9M reactions from patents (1976-2016). Task: Predict the reactants needed to synthesize the given product. (1) Given the product [NH2:17][C:2]1[C:11]2[C:6](=[CH:7][CH:8]=[CH:9][N:10]=2)[N:5]=[CH:4][CH:3]=1.[CH2:18]([NH2:17])[CH2:19][CH3:20], predict the reactants needed to synthesize it. The reactants are: O[C:2]1[C:11]2[C:6](=[CH:7][CH:8]=[CH:9][N:10]=2)[N:5]=[CH:4][CH:3]=1.CS(Cl)(=O)=O.[N:17]1C2C(=CC=CC=2)[CH:20]=[CH:19][CH:18]=1. (2) Given the product [NH2:2][C:3]1[C:8]([CH2:9][NH:10]/[C:20](/[CH3:38])=[CH:21]\[C:22]([C:24]2[CH:29]=[CH:28][C:27]([C:30]3[C:31]([CH3:36])=[N:32][O:33][C:34]=3[CH3:35])=[CH:26][C:25]=2[F:37])=[O:23])=[CH:7][CH:6]=[CH:5][N:4]=1, predict the reactants needed to synthesize it. The reactants are: Cl.[NH2:2][C:3]1[C:8]([CH2:9][NH2:10])=[CH:7][CH:6]=[CH:5][N:4]=1.C(N(CC)CC)C.CN(C)/[C:20](/[CH3:38])=[CH:21]/[C:22]([C:24]1[CH:29]=[CH:28][C:27]([C:30]2[C:31]([CH3:36])=[N:32][O:33][C:34]=2[CH3:35])=[CH:26][C:25]=1[F:37])=[O:23].C(OC(C)C)(C)C. (3) Given the product [Cl:1][C:2]1[N:11]=[CH:10][C:9]2[N:8]([CH2:12][C:13]([F:16])([F:15])[CH3:14])[C:7](=[O:17])[C:6]3([CH3:24])[CH2:18][O:19][CH2:20][CH2:21][N:5]3[C:4]=2[N:3]=1, predict the reactants needed to synthesize it. The reactants are: [Cl:1][C:2]1[N:11]=[CH:10][C:9]2[N:8]([CH2:12][C:13]([F:16])([F:15])[CH3:14])[C:7](=[O:17])[CH:6]3[CH2:18][O:19][CH2:20][CH2:21][N:5]3[C:4]=2[N:3]=1.IC.[CH3:24]C([O-])(C)C.[Na+].